From a dataset of Forward reaction prediction with 1.9M reactions from USPTO patents (1976-2016). Predict the product of the given reaction. (1) The product is: [Br:1][C:2]1[CH:3]=[CH:4][C:5]2[N:6]([C:16]3[CH:21]=[C:20]([C:22]4[CH:27]=[CH:26][CH:25]=[CH:24][CH:23]=4)[CH:19]=[C:18]([C:28]4[CH:33]=[CH:32][CH:31]=[CH:30][CH:29]=4)[CH:17]=3)[C:7]3[C:12]([C:13]=2[CH:14]=1)=[CH:11][CH:10]=[CH:9][CH:8]=3. Given the reactants [Br:1][C:2]1[CH:3]=[CH:4][C:5]2[NH:6][C:7]3[C:12]([C:13]=2[CH:14]=1)=[CH:11][CH:10]=[CH:9][CH:8]=3.I[C:16]1[CH:17]=[C:18]([C:28]2[CH:33]=[CH:32][CH:31]=[CH:30][CH:29]=2)[CH:19]=[C:20]([C:22]2[CH:27]=[CH:26][CH:25]=[CH:24][CH:23]=2)[CH:21]=1.[OH-].[K+], predict the reaction product. (2) Given the reactants O=[C:2]([CH2:13][C:14]1[CH:19]=[CH:18][CH:17]=[CH:16][N:15]=1)[CH:3]([NH:5][C:6](=[O:12])[O:7][C:8]([CH3:11])([CH3:10])[CH3:9])[CH3:4].[NH2:20][C:21]1[CH:28]=[CH:27][CH:26]=[C:25]([Cl:29])[C:22]=1[CH:23]=O.CCO.[OH-].[K+], predict the reaction product. The product is: [Cl:29][C:25]1[CH:26]=[CH:27][CH:28]=[C:21]2[C:22]=1[CH:23]=[C:13]([C:14]1[CH:19]=[CH:18][CH:17]=[CH:16][N:15]=1)[C:2]([CH:3]([NH:5][C:6](=[O:12])[O:7][C:8]([CH3:11])([CH3:10])[CH3:9])[CH3:4])=[N:20]2. (3) The product is: [CH3:1][C:2]1[C:3]([C:18]2[CH:23]=[CH:22][C:21]([O:24][CH3:25])=[CH:20][CH:19]=2)=[C:4]([OH:14])[C:5]2[C:10]([CH:11]=1)=[CH:9][C:8]([O:12][CH3:13])=[CH:7][CH:6]=2. Given the reactants [CH3:1][C:2]1[C:3]([C:18]2[CH:23]=[CH:22][C:21]([O:24][CH3:25])=[CH:20][CH:19]=2)=[C:4]([O:14]COC)[C:5]2[C:10]([CH:11]=1)=[CH:9][C:8]([O:12][CH3:13])=[CH:7][CH:6]=2.Cl, predict the reaction product.